This data is from Catalyst prediction with 721,799 reactions and 888 catalyst types from USPTO. The task is: Predict which catalyst facilitates the given reaction. (1) Reactant: [N:1]1[C:10]2[C:5](=[CH:6][CH:7]=[CH:8][CH:9]=2)[C:4](O)=[CH:3][CH:2]=1.P(Br)(Br)[Br:13]. Product: [Br:13][C:4]1[C:5]2[C:10](=[CH:9][CH:8]=[CH:7][CH:6]=2)[N:1]=[CH:2][CH:3]=1. The catalyst class is: 3. (2) Reactant: OC1C=CC=CC=1/C=[N:5]\[C@@H:6]1[C:13](=[O:14])[N:12]2[C@@H:7]1[S:8][CH2:9][C:10]([CH:27]=[CH2:28])=[C:11]2[C:15]([O:17]CC1C=CC(OC)=CC=1)=[O:16].O.CS(O[C:39](=[O:57])/[C:40](/[C:51]1[N:52]=[C:53]([NH2:56])[S:54][CH:55]=1)=[N:41]\[O:42][CH2:43][C:44]([O:46]C(C)(C)C)=[O:45])(=O)=O.ClCCl. Product: [NH2:56][C:53]1[S:54][CH:55]=[C:51](/[C:40](=[N:41]/[O:42][CH2:43][C:44]([OH:46])=[O:45])/[C:39]([NH:5][C@@H:6]2[C:13](=[O:14])[N:12]3[C@@H:7]2[S:8][CH2:9][C:10]([CH:27]=[CH2:28])=[C:11]3[C:15]([OH:17])=[O:16])=[O:57])[N:52]=1. The catalyst class is: 282.